Predict the product of the given reaction. From a dataset of Forward reaction prediction with 1.9M reactions from USPTO patents (1976-2016). (1) The product is: [F:1][C:2]1[C:7]([Cl:10])=[C:6]([Cl:11])[C:5]([Cl:12])=[C:4]([F:8])[C:3]=1[Cl:13]. Given the reactants [F:1][C:2]1[CH:7]=[CH:6][CH:5]=[C:4]([F:8])[CH:3]=1.[Al+3].[Cl-:10].[Cl-:11].[Cl-:12].[Cl:13]Cl, predict the reaction product. (2) The product is: [F:1][C:2]1[CH:3]=[C:4]([CH:5]=[C:6]([F:19])[C:7]=1[O:8][C:9]1[CH:10]=[N:11][C:12]([C:15]([F:16])([F:17])[F:18])=[CH:13][CH:14]=1)[CH2:20][O:21][C:23]1[CH:34]=[C:27]2[N:28]([CH3:33])[C@@H:29]([CH3:32])[CH2:30][CH2:31][N:26]2[C:25](=[O:35])[N:24]=1. Given the reactants [F:1][C:2]1[CH:3]=[C:4]([CH2:20][OH:21])[CH:5]=[C:6]([F:19])[C:7]=1[O:8][C:9]1[CH:10]=[N:11][C:12]([C:15]([F:18])([F:17])[F:16])=[CH:13][CH:14]=1.Cl[C:23]1[CH:34]=[C:27]2[N:28]([CH3:33])[C@@H:29]([CH3:32])[CH2:30][CH2:31][N:26]2[C:25](=[O:35])[N:24]=1, predict the reaction product. (3) Given the reactants [Cl:1][C:2]1[CH:3]=[N:4][C:5]2[N:6]([N:8]=[C:9]([C:11]([OH:13])=O)[CH:10]=2)[CH:7]=1.[Br:14][C:15]1[S:23][C:22]2[CH2:21][CH2:20][NH:19][N:18]([CH3:24])[C:17]=2[CH:16]=1, predict the reaction product. The product is: [Br:14][C:15]1[S:23][C:22]2[CH2:21][CH2:20][N:19]([C:11]([C:9]3[CH:10]=[C:5]4[N:4]=[CH:3][C:2]([Cl:1])=[CH:7][N:6]4[N:8]=3)=[O:13])[N:18]([CH3:24])[C:17]=2[CH:16]=1. (4) Given the reactants [F:1][C:2]([F:18])([F:17])[CH:3]1[CH2:8][CH2:7][N:6]([C:9]2[N:14]=[CH:13][N:12]=[C:11]([C:15]#[N:16])[CH:10]=2)[CH2:5][CH2:4]1.Cl, predict the reaction product. The product is: [F:17][C:2]([F:1])([F:18])[CH:3]1[CH2:8][CH2:7][N:6]([C:9]2[N:14]=[CH:13][N:12]=[C:11]([CH2:15][NH2:16])[CH:10]=2)[CH2:5][CH2:4]1.